Dataset: Reaction yield outcomes from USPTO patents with 853,638 reactions. Task: Predict the reaction yield, written as a fraction of the theoretical maximum amount of product (1.0 means a 100% yield; for example, 0.34 means a 34% yield). (1) The reactants are [Br:1][C:2]1[CH:8]=[CH:7][C:5]([NH2:6])=[CH:4][C:3]=1[C:9]([F:12])([F:11])[F:10].[ClH:13]. The catalyst is CCOCC. The product is [ClH:13].[Br:1][C:2]1[CH:8]=[CH:7][C:5]([NH2:6])=[CH:4][C:3]=1[C:9]([F:10])([F:11])[F:12]. The yield is 0.980. (2) The reactants are [Cl:1][C:2]1[CH:7]=[CH:6][CH:5]=[CH:4][C:3]=1[C:8]1[O:9][C:10]([CH:26]([CH3:28])[CH3:27])=[C:11]([CH2:13][CH2:14]OS(C2C=CC(C)=CC=2)(=O)=O)[N:12]=1.[I-:29].[Na+].O. The catalyst is CC(C)=O. The product is [Cl:1][C:2]1[CH:7]=[CH:6][CH:5]=[CH:4][C:3]=1[C:8]1[O:9][C:10]([CH:26]([CH3:28])[CH3:27])=[C:11]([CH2:13][CH2:14][I:29])[N:12]=1. The yield is 0.960. (3) The reactants are [CH2:1]([N:3](CC)CC)[CH3:2].ClC(OCC)=O.[OH:14][C@@H:15]([CH2:35][CH2:36][CH2:37][CH2:38][CH3:39])[CH2:16][CH2:17][C@@H:18]([O:27][CH2:28][CH:29]1[CH2:33][CH2:32][C:31](=[O:34])[NH:30]1)[C:19]1[S:23][C:22]([C:24]([OH:26])=O)=[CH:21][CH:20]=1.C(N)C. The catalyst is C(Cl)Cl. The product is [CH2:1]([NH:3][C:24]([C:22]1[S:23][C:19]([C@H:18]([O:27][CH2:28][CH:29]2[CH2:33][CH2:32][C:31](=[O:34])[NH:30]2)[CH2:17][CH2:16][C@@H:15]([OH:14])[CH2:35][CH2:36][CH2:37][CH2:38][CH3:39])=[CH:20][CH:21]=1)=[O:26])[CH3:2]. The yield is 0.600. (4) The reactants are [Cl:1][CH:2]([Cl:17])[C:3](=O)[CH2:4][C:5]([C:7]1[CH:12]=[CH:11][C:10]([O:13][CH3:14])=[C:9]([F:15])[CH:8]=1)=O.[CH:18]1[C:23]([NH:24][NH2:25])=[CH:22][CH:21]=[C:20]([S:26]([NH2:29])(=[O:28])=[O:27])[CH:19]=1.Cl.O. The catalyst is C(O)C. The product is [Cl:1][CH:2]([Cl:17])[C:3]1[CH:4]=[C:5]([C:7]2[CH:12]=[CH:11][C:10]([O:13][CH3:14])=[C:9]([F:15])[CH:8]=2)[N:24]([C:23]2[CH:18]=[CH:19][C:20]([S:26]([NH2:29])(=[O:28])=[O:27])=[CH:21][CH:22]=2)[N:25]=1. The yield is 0.630. (5) The reactants are [CH2:1]([O:8][C:9](=[O:19])[C:10]1[C:15]([Cl:16])=[CH:14][CH:13]=[C:12]([NH2:17])[C:11]=1[F:18])[C:2]1[CH:7]=[CH:6][CH:5]=[CH:4][CH:3]=1.N1C=CC=CC=1.[CH2:26]([S:29](Cl)(=[O:31])=[O:30])[CH2:27][CH3:28].O. The catalyst is ClCCl. The product is [CH2:1]([O:8][C:9](=[O:19])[C:10]1[C:15]([Cl:16])=[CH:14][CH:13]=[C:12]([NH:17][S:29]([CH2:26][CH2:27][CH3:28])(=[O:31])=[O:30])[C:11]=1[F:18])[C:2]1[CH:3]=[CH:4][CH:5]=[CH:6][CH:7]=1. The yield is 0.580. (6) The reactants are Cl[CH2:2][CH2:3][O:4][C:5]1[C:13]2[C:8](=[N:9][CH:10]=[N:11][C:12]=2[NH:14][C:15]2[CH:20]=[CH:19][C:18]([O:21][C:22]3[CH:23]=[N:24][C:25]([CH3:28])=[CH:26][CH:27]=3)=[C:17]([CH3:29])[CH:16]=2)[NH:7][N:6]=1.[NH:30]1[CH2:34][CH2:33][C@H:32]([OH:35])[CH2:31]1. No catalyst specified. The product is [CH3:29][C:17]1[CH:16]=[C:15]([NH:14][C:12]2[N:11]=[CH:10][N:9]=[C:8]3[NH:7][N:6]=[C:5]([O:4][CH2:3][CH2:2][N:30]4[CH2:34][CH2:33][C@H:32]([OH:35])[CH2:31]4)[C:13]=23)[CH:20]=[CH:19][C:18]=1[O:21][C:22]1[CH:23]=[N:24][C:25]([CH3:28])=[CH:26][CH:27]=1. The yield is 0.150.